Dataset: Forward reaction prediction with 1.9M reactions from USPTO patents (1976-2016). Task: Predict the product of the given reaction. (1) Given the reactants CC(C)([O-])C.[K+].[F:7][C:8]1[CH:9]=[C:10]2[C:15](=[CH:16][CH:17]=1)[CH2:14][NH:13][CH2:12][CH2:11]2.Br[C:19]1[CH:24]=[C:23]([C:25]([F:28])([F:27])[F:26])[C:22]([NH:29][C:30](=[O:36])[CH2:31][C:32]([CH3:35])([CH3:34])[CH3:33])=[C:21]([Cl:37])[CH:20]=1, predict the reaction product. The product is: [Cl:37][C:21]1[CH:20]=[C:19]([N:13]2[CH2:12][CH2:11][C:10]3[C:15](=[CH:16][CH:17]=[C:8]([F:7])[CH:9]=3)[CH2:14]2)[CH:24]=[C:23]([C:25]([F:28])([F:27])[F:26])[C:22]=1[NH:29][C:30](=[O:36])[CH2:31][C:32]([CH3:34])([CH3:33])[CH3:35]. (2) Given the reactants [NH2:1][C:2]1[C:7]([O:8][CH3:9])=[C:6]([Cl:10])[CH:5]=[C:4]([F:11])[C:3]=1[N:12]1[C:17](=[O:18])[CH:16]=[C:15]([C:19]([F:22])([F:21])[F:20])[N:14]([CH3:23])[C:13]1=[O:24].[N:25]([O-])=O.[Na+].O.O.Cl[Sn]Cl, predict the reaction product. The product is: [Cl:10][C:6]1[CH:5]=[C:4]([F:11])[C:3]([N:12]2[C:17](=[O:18])[CH:16]=[C:15]([C:19]([F:22])([F:21])[F:20])[N:14]([CH3:23])[C:13]2=[O:24])=[C:2]([NH:1][NH2:25])[C:7]=1[O:8][CH3:9]. (3) Given the reactants [CH3:1][O:2][C:3]1[CH:4]=[C:5]2[C:28](=[CH:29][CH:30]=1)[C:9]1=[N:10][O:11][C:12]([C:13]3[C:17]([C:18]([F:21])([F:20])[F:19])=[C:16]([C:22]4[CH:27]=[CH:26][CH:25]=[CH:24][CH:23]=4)[O:15][N:14]=3)=[C:8]1[CH2:7][CH2:6]2.CN(C)C=[O:34].C(OO)(C)(C)C, predict the reaction product. The product is: [CH3:1][O:2][C:3]1[CH:4]=[C:5]2[C:28](=[CH:29][CH:30]=1)[C:9]1=[N:10][O:11][C:12]([C:13]3[C:17]([C:18]([F:21])([F:19])[F:20])=[C:16]([C:22]4[CH:23]=[CH:24][CH:25]=[CH:26][CH:27]=4)[O:15][N:14]=3)=[C:8]1[CH2:7][C:6]2=[O:34]. (4) Given the reactants Cl[C:2]1[N:7]=[C:6]([N:8]([CH3:10])[CH3:9])[C:5]([CH3:11])=[CH:4][N:3]=1.FC(F)(F)C(O)=O.[NH2:19][C@@H:20]1[CH2:25][CH2:24][C@H:23]([CH2:26][NH:27][C:28](=[O:43])[C:29]2[CH:34]=[C:33]([C:35]([F:38])([F:37])[F:36])[CH:32]=[C:31]([C:39]([F:42])([F:41])[F:40])[CH:30]=2)[CH2:22][CH2:21]1.CCN(C(C)C)C(C)C.C(O)(C)(C)C, predict the reaction product. The product is: [CH3:9][N:8]([CH3:10])[C:6]1[C:5]([CH3:11])=[CH:4][N:3]=[C:2]([NH:19][C@@H:20]2[CH2:21][CH2:22][C@H:23]([CH2:26][NH:27][C:28](=[O:43])[C:29]3[CH:34]=[C:33]([C:35]([F:37])([F:38])[F:36])[CH:32]=[C:31]([C:39]([F:40])([F:41])[F:42])[CH:30]=3)[CH2:24][CH2:25]2)[N:7]=1. (5) Given the reactants [CH2:1]([NH:8][C@@H:9]([CH:11]1[CH2:14][CH2:13][CH2:12]1)[CH3:10])[C:2]1[CH:7]=[CH:6][CH:5]=[CH:4][CH:3]=1.[Br:15][CH2:16][C:17](Br)=[O:18], predict the reaction product. The product is: [CH2:1]([N:8]([C@@H:9]([CH:11]1[CH2:12][CH2:13][CH2:14]1)[CH3:10])[C:17](=[O:18])[CH2:16][Br:15])[C:2]1[CH:7]=[CH:6][CH:5]=[CH:4][CH:3]=1. (6) Given the reactants [O:1]=[C:2]1[CH:6]=[C:5]([C@H:7]2[CH2:12][CH2:11][N:10]([C:13]([O:15][CH3:16])=[O:14])[C@@H:9]([CH2:17][C:18]3[CH:23]=[CH:22][CH:21]=[C:20]([C:24]([F:27])([F:26])[F:25])[CH:19]=3)[CH2:8]2)[O:4][NH:3]1.CCCCCCC.CC(O)C, predict the reaction product. The product is: [O:1]=[C:2]1[CH:6]=[C:5]([C@H:7]2[CH2:12][CH2:11][N:10]([C:13]([O:15][CH3:16])=[O:14])[C@@H:9]([CH2:17][C:18]3[CH:23]=[CH:22][CH:21]=[C:20]([C:24]([F:27])([F:25])[F:26])[CH:19]=3)[CH2:8]2)[O:4][NH:3]1.[O:1]=[C:2]1[CH:6]=[C:5]([C@@H:7]2[CH2:12][CH2:11][N:10]([C:13]([O:15][CH3:16])=[O:14])[C@H:9]([CH2:17][C:18]3[CH:23]=[CH:22][CH:21]=[C:20]([C:24]([F:27])([F:25])[F:26])[CH:19]=3)[CH2:8]2)[O:4][NH:3]1.